From a dataset of Peptide-MHC class I binding affinity with 185,985 pairs from IEDB/IMGT. Regression. Given a peptide amino acid sequence and an MHC pseudo amino acid sequence, predict their binding affinity value. This is MHC class I binding data. The peptide sequence is FPREGVFVF. The MHC is HLA-A68:02 with pseudo-sequence HLA-A68:02. The binding affinity (normalized) is 0.0394.